Dataset: NCI-60 drug combinations with 297,098 pairs across 59 cell lines. Task: Regression. Given two drug SMILES strings and cell line genomic features, predict the synergy score measuring deviation from expected non-interaction effect. (1) Drug 1: COC1=NC(=NC2=C1N=CN2C3C(C(C(O3)CO)O)O)N. Drug 2: CN(C(=O)NC(C=O)C(C(C(CO)O)O)O)N=O. Cell line: IGROV1. Synergy scores: CSS=-0.688, Synergy_ZIP=6.64, Synergy_Bliss=2.38, Synergy_Loewe=-1.12, Synergy_HSA=-0.0416. (2) Drug 1: CC1=C(C(CCC1)(C)C)C=CC(=CC=CC(=CC(=O)O)C)C. Drug 2: CN1C2=C(C=C(C=C2)N(CCCl)CCCl)N=C1CCCC(=O)O.Cl. Cell line: HCT-15. Synergy scores: CSS=-3.99, Synergy_ZIP=4.71, Synergy_Bliss=5.71, Synergy_Loewe=1.32, Synergy_HSA=-1.78. (3) Drug 1: C(=O)(N)NO. Drug 2: CN1C2=C(C=C(C=C2)N(CCCl)CCCl)N=C1CCCC(=O)O.Cl. Cell line: SF-295. Synergy scores: CSS=1.12, Synergy_ZIP=2.75, Synergy_Bliss=3.13, Synergy_Loewe=1.04, Synergy_HSA=0.431. (4) Drug 1: C1CN1P(=S)(N2CC2)N3CC3. Drug 2: CCCCC(=O)OCC(=O)C1(CC(C2=C(C1)C(=C3C(=C2O)C(=O)C4=C(C3=O)C=CC=C4OC)O)OC5CC(C(C(O5)C)O)NC(=O)C(F)(F)F)O. Cell line: T-47D. Synergy scores: CSS=37.2, Synergy_ZIP=1.44, Synergy_Bliss=-3.45, Synergy_Loewe=-19.6, Synergy_HSA=-4.28.